Dataset: Reaction yield outcomes from USPTO patents with 853,638 reactions. Task: Predict the reaction yield, written as a fraction of the theoretical maximum amount of product (1.0 means a 100% yield; for example, 0.34 means a 34% yield). The reactants are C([C:3]1([C:33]([O-:35])=O)[C:8]2[C:9]3[CH:15]=[C:14]([S:16]([C:19]4[CH:24]=[CH:23][CH:22]=[CH:21][CH:20]=4)(=[O:18])=[O:17])[CH:13]=[C:12]([Cl:25])[C:10]=3[O:11][C:7]=2[CH2:6][CH2:5][N:4]1C(OC(C)(C)C)=O)C.Cl.[C:37](=[O:40])(O)[O-].[Na+].Cl[CH2:43]Cl. The catalyst is O1CCOCC1. The product is [Cl:25][C:12]1[C:10]2[O:11][C:7]3[CH2:6][CH2:5][NH:4][CH:3]([C:33]([O:40][CH2:37][CH3:43])=[O:35])[C:8]=3[C:9]=2[CH:15]=[C:14]([S:16]([C:19]2[CH:24]=[CH:23][CH:22]=[CH:21][CH:20]=2)(=[O:18])=[O:17])[CH:13]=1. The yield is 0.990.